Dataset: Full USPTO retrosynthesis dataset with 1.9M reactions from patents (1976-2016). Task: Predict the reactants needed to synthesize the given product. (1) Given the product [Cl:43][C:44]1[CH:45]=[CH:46][C:47]2[N:53]3[C:54]([CH:57]([CH3:59])[CH3:58])=[N:55][N:56]=[C:52]3[CH:51]([CH2:60][C:61]([N:75]3[CH2:80][CH2:79][CH2:78][CH:77]([C:81]([O:83][CH2:84][CH3:85])=[O:82])[CH2:76]3)=[O:62])[O:50][CH:49]([C:64]3[CH:69]=[CH:68][CH:67]=[C:66]([O:70][CH3:71])[C:65]=3[O:72][CH3:73])[C:48]=2[CH:74]=1, predict the reactants needed to synthesize it. The reactants are: C1CN([P+](ON2N=NC3C=CC=CC2=3)(N2CCCC2)N2CCCC2)CC1.F[P-](F)(F)(F)(F)F.C(N(CC)C(C)C)(C)C.[Cl:43][C:44]1[CH:45]=[CH:46][C:47]2[N:53]3[C:54]([CH:57]([CH3:59])[CH3:58])=[N:55][N:56]=[C:52]3[CH:51]([CH2:60][C:61](O)=[O:62])[O:50][CH:49]([C:64]3[CH:69]=[CH:68][CH:67]=[C:66]([O:70][CH3:71])[C:65]=3[O:72][CH3:73])[C:48]=2[CH:74]=1.[NH:75]1[CH2:80][CH2:79][CH2:78][CH:77]([C:81]([O:83][CH2:84][CH3:85])=[O:82])[CH2:76]1. (2) Given the product [Cl:24][C:25]1[CH:30]=[CH:29][CH:28]=[CH:27][C:26]=1[NH:31][C:32](=[S:33])[NH:15][NH:14][C:12](=[O:13])[C:11]1[CH:16]=[CH:17][CH:18]=[C:9]([NH:8][C:6](=[O:7])[C:5]2[CH:19]=[CH:20][CH:21]=[C:3]([C:2]([F:22])([F:23])[F:1])[CH:4]=2)[CH:10]=1, predict the reactants needed to synthesize it. The reactants are: [F:1][C:2]([F:23])([F:22])[C:3]1[CH:4]=[C:5]([CH:19]=[CH:20][CH:21]=1)[C:6]([NH:8][C:9]1[CH:10]=[C:11]([CH:16]=[CH:17][CH:18]=1)[C:12]([NH:14][NH2:15])=[O:13])=[O:7].[Cl:24][C:25]1[CH:30]=[CH:29][CH:28]=[CH:27][C:26]=1[N:31]=[C:32]=[S:33].